From a dataset of Full USPTO retrosynthesis dataset with 1.9M reactions from patents (1976-2016). Predict the reactants needed to synthesize the given product. (1) Given the product [N:1]([CH:16]1[CH:15]([O:14][CH2:12][CH3:13])[O:19][C:18](=[O:20])[CH2:17]1)=[N+:2]=[N-:3], predict the reactants needed to synthesize it. The reactants are: [N:1]([Si](C)(C)C)=[N+:2]=[N-:3].C(O)(=O)C.[CH2:12]([O:14][CH:15]1[O:19][C:18](=[O:20])[CH:17]=[CH:16]1)[CH3:13].N12CCCN=C1CCCCC2. (2) Given the product [C:28]([O:27][C:25](=[O:26])[NH:15][CH2:14][C:10]1[CH:11]=[CH:12][CH:13]=[C:8]([C:5]2[CH:4]=[CH:3][C:2]([Br:1])=[CH:7][N:6]=2)[CH:9]=1)([CH3:31])([CH3:30])[CH3:29], predict the reactants needed to synthesize it. The reactants are: [Br:1][C:2]1[CH:3]=[CH:4][C:5]([C:8]2[CH:9]=[C:10]([CH2:14][NH2:15])[CH:11]=[CH:12][CH:13]=2)=[N:6][CH:7]=1.CN(C1C=CC=CN=1)C.[C:25](OC([O-])=O)([O:27][C:28]([CH3:31])([CH3:30])[CH3:29])=[O:26].O. (3) Given the product [OH:18][CH2:17][CH2:16][O:12][C:11](=[O:13])[CH2:10][O:9][C:8]1[CH:7]=[CH:6][C:5]([N+:2]([O-:4])=[O:3])=[CH:15][CH:14]=1, predict the reactants needed to synthesize it. The reactants are: Cl.[N+:2]([C:5]1[CH:15]=[CH:14][C:8]([O:9][CH2:10][C:11]([OH:13])=[O:12])=[CH:7][CH:6]=1)([O-:4])=[O:3].[CH2:16](O)[CH2:17][OH:18]. (4) Given the product [NH:12]1[C:13]2[CH:19]=[CH:18][CH:17]=[CH:16][C:14]=2[N:15]=[C:11]1[CH2:10][CH2:9][N:6]1[C:7]2[N:8]=[CH:22][NH:1][C:2]=2[C:3](=[O:21])[NH:4][C:5]1=[S:20], predict the reactants needed to synthesize it. The reactants are: [NH2:1][C:2]1[C:3](=[O:21])[NH:4][C:5](=[S:20])[N:6]([CH2:9][CH2:10][C:11]2[NH:15][C:14]3[CH:16]=[CH:17][CH:18]=[CH:19][C:13]=3[N:12]=2)[C:7]=1[NH2:8].[C:22](O)(=O)C.C(N)=N. (5) Given the product [F:8][C:6]1[CH:7]=[C:2]([OH:20])[CH:3]=[C:4]([F:18])[C:5]=1[N:9]1[CH2:14][CH2:13][N:12]([C:15](=[O:17])[CH3:16])[CH2:11][CH2:10]1, predict the reactants needed to synthesize it. The reactants are: N[C:2]1[CH:7]=[C:6]([F:8])[C:5]([N:9]2[CH2:14][CH2:13][N:12]([C:15](=[O:17])[CH3:16])[CH2:11][CH2:10]2)=[C:4]([F:18])[CH:3]=1.N([O-])=[O:20].[Na+].C(=O)([O-])[O-].[Na+].[Na+].